From a dataset of Full USPTO retrosynthesis dataset with 1.9M reactions from patents (1976-2016). Predict the reactants needed to synthesize the given product. Given the product [C:20]1([C:18]2[O:17][N:16]=[C:15]([C:13]([NH2:12])=[O:14])[CH:19]=2)[CH:21]=[CH:22][CH:23]=[CH:24][CH:25]=1, predict the reactants needed to synthesize it. The reactants are: ClC1N=C(NCCC[NH:12][C:13]([C:15]2[CH:19]=[C:18]([C:20]3[CH:25]=[CH:24][CH:23]=[CH:22][CH:21]=3)[O:17][N:16]=2)=[O:14])C=CN=1.N1CCOCC1.